This data is from Forward reaction prediction with 1.9M reactions from USPTO patents (1976-2016). The task is: Predict the product of the given reaction. (1) Given the reactants Br[C:2]1[CH:7]=[CH:6][C:5]([C:8]([CH:14]2[CH2:18][CH2:17][CH2:16][CH2:15]2)([CH3:13])[C:9]([O:11][CH3:12])=[O:10])=[CH:4][CH:3]=1.[CH3:19][N:20](C)C=O, predict the reaction product. The product is: [C:19]([C:2]1[CH:7]=[CH:6][C:5]([C:8]([CH:14]2[CH2:18][CH2:17][CH2:16][CH2:15]2)([CH3:13])[C:9]([O:11][CH3:12])=[O:10])=[CH:4][CH:3]=1)#[N:20]. (2) The product is: [CH3:22][N:21]([CH3:23])[CH2:20][CH2:19][N:17]([CH3:18])[C:14]1[CH:15]=[CH:16][C:11]([NH:10][C:4]2[C:5](=[O:9])[N:6]([CH3:8])[CH:7]=[C:2]([B:27]3[O:28][C:29]([CH3:31])([CH3:30])[C:25]([CH3:41])([CH3:24])[O:26]3)[CH:3]=2)=[N:12][CH:13]=1. Given the reactants Br[C:2]1[CH:3]=[C:4]([NH:10][C:11]2[CH:16]=[CH:15][C:14]([N:17]([CH2:19][CH2:20][N:21]([CH3:23])[CH3:22])[CH3:18])=[CH:13][N:12]=2)[C:5](=[O:9])[N:6]([CH3:8])[CH:7]=1.[CH3:24][C:25]1([CH3:41])[C:29]([CH3:31])([CH3:30])[O:28][B:27]([B:27]2[O:28][C:29]([CH3:31])([CH3:30])[C:25]([CH3:41])([CH3:24])[O:26]2)[O:26]1.C([O-])(=O)C.[K+].O1CCOCC1, predict the reaction product. (3) Given the reactants [Cl:1][C:2]1[N:7]=[CH:6][N:5]=[C:4]2[NH:8][N:9]=[CH:10][C:3]=12.C1C(=O)N([Br:18])C(=O)C1, predict the reaction product. The product is: [Br:18][C:10]1[C:3]2[C:4](=[N:5][CH:6]=[N:7][C:2]=2[Cl:1])[NH:8][N:9]=1. (4) The product is: [C:22]([O:26][C:27](=[O:32])[NH:28][CH2:29][CH2:30][NH:31][C:3]1[N:4]=[N:5][C:6]([C:20]#[N:21])=[C:7]([N:9]2[CH2:15][CH2:14][C:13]3[CH:16]=[CH:17][CH:18]=[CH:19][C:12]=3[CH2:11][CH2:10]2)[N:8]=1)([CH3:25])([CH3:23])[CH3:24]. Given the reactants CS[C:3]1[N:4]=[N:5][C:6]([C:20]#[N:21])=[C:7]([N:9]2[CH2:15][CH2:14][C:13]3[CH:16]=[CH:17][CH:18]=[CH:19][C:12]=3[CH2:11][CH2:10]2)[N:8]=1.[C:22]([O:26][C:27](=[O:32])[NH:28][CH2:29][CH2:30][NH2:31])([CH3:25])([CH3:24])[CH3:23], predict the reaction product. (5) The product is: [Br:1][C:2]1[CH:10]=[C:9]2[C:5]([CH2:6][C:7]3([C:8]42[NH:22][C:21](=[S:23])[C:20]([CH3:24])=[N:11]4)[CH2:12][CH2:13][C:14]([F:17])([F:18])[CH2:15][CH2:16]3)=[CH:4][CH:3]=1. Given the reactants [Br:1][C:2]1[CH:10]=[C:9]2[C:5]([CH2:6][C:7]3([CH2:16][CH2:15][C:14]([F:18])([F:17])[CH2:13][CH2:12]3)[C:8]2=[NH:11])=[CH:4][CH:3]=1.O=[C:20]([CH3:24])[C:21](=[S:23])[NH2:22], predict the reaction product. (6) Given the reactants C([O:8][C:9]1[CH:14]=[CH:13][C:12]([C:15]2[CH:20]=[CH:19][C:18]([CH2:21][C:22]3[C:23]([O:28][C@@H:29]4[O:46][C@H:45]([CH2:47][O:48][C:49](=[O:51])[CH3:50])[C@@H:40]([O:41][C:42](=[O:44])[CH3:43])[C@H:35]([O:36][C:37](=[O:39])[CH3:38])[C@H:30]4[O:31][C:32](=[O:34])[CH3:33])=[N:24][NH:25][C:26]=3[CH3:27])=[CH:17][CH:16]=2)=[CH:11][CH:10]=1)C1C=CC=CC=1, predict the reaction product. The product is: [OH:8][C:9]1[CH:10]=[CH:11][C:12]([C:15]2[CH:20]=[CH:19][C:18]([CH2:21][C:22]3[C:23]([O:28][C@@H:29]4[O:46][C@H:45]([CH2:47][O:48][C:49](=[O:51])[CH3:50])[C@@H:40]([O:41][C:42](=[O:44])[CH3:43])[C@H:35]([O:36][C:37](=[O:39])[CH3:38])[C@H:30]4[O:31][C:32](=[O:34])[CH3:33])=[N:24][NH:25][C:26]=3[CH3:27])=[CH:17][CH:16]=2)=[CH:13][CH:14]=1.